Dataset: Catalyst prediction with 721,799 reactions and 888 catalyst types from USPTO. Task: Predict which catalyst facilitates the given reaction. (1) Reactant: [Si:1]([O:8][CH2:9][C@@H:10]1[CH2:15][C@H:14]([OH:16])[CH2:13][CH2:12][C@@H:11]1[NH:17][C:18](=[O:27])[O:19][CH2:20][C:21]1[CH:26]=[CH:25][CH:24]=[CH:23][CH:22]=1)([C:4]([CH3:7])([CH3:6])[CH3:5])([CH3:3])[CH3:2].CC(OI1(OC(C)=O)(OC(C)=O)OC(=O)C2C1=CC=CC=2)=O. Product: [Si:1]([O:8][CH2:9][C@@H:10]1[CH2:15][C:14](=[O:16])[CH2:13][CH2:12][C@@H:11]1[NH:17][C:18](=[O:27])[O:19][CH2:20][C:21]1[CH:22]=[CH:23][CH:24]=[CH:25][CH:26]=1)([C:4]([CH3:7])([CH3:6])[CH3:5])([CH3:3])[CH3:2]. The catalyst class is: 158. (2) Reactant: [C@H:1]1([NH:10][C:11]2[CH:20]=[CH:19][C:18]3[C:13](=[CH:14][CH:15]=[C:16]([N+:21]([O-])=O)[CH:17]=3)[N:12]=2)[C:9]2[C:4](=[CH:5][CH:6]=[CH:7][CH:8]=2)[CH2:3][CH2:2]1. Product: [C@H:1]1([NH:10][C:11]2[CH:20]=[CH:19][C:18]3[C:13](=[CH:14][CH:15]=[C:16]([NH2:21])[CH:17]=3)[N:12]=2)[C:9]2[C:4](=[CH:5][CH:6]=[CH:7][CH:8]=2)[CH2:3][CH2:2]1. The catalyst class is: 78. (3) Reactant: C([O:3][C:4](=[O:31])[CH2:5][O:6][C:7]1[CH:12]=[CH:11][C:10]([S:13][C:14]2[CH:19]=[C:18]([OH:20])[CH:17]=[C:16]([C:21]#[C:22][C:23]3[CH:28]=[CH:27][C:26]([Cl:29])=[CH:25][CH:24]=3)[CH:15]=2)=[CH:9][C:8]=1[Cl:30])C.[OH-].[Na+].Cl. Product: [Cl:30][C:8]1[CH:9]=[C:10]([S:13][C:14]2[CH:19]=[C:18]([OH:20])[CH:17]=[C:16]([C:21]#[C:22][C:23]3[CH:24]=[CH:25][C:26]([Cl:29])=[CH:27][CH:28]=3)[CH:15]=2)[CH:11]=[CH:12][C:7]=1[O:6][CH2:5][C:4]([OH:31])=[O:3]. The catalyst class is: 8.